Dataset: TCR-epitope binding with 47,182 pairs between 192 epitopes and 23,139 TCRs. Task: Binary Classification. Given a T-cell receptor sequence (or CDR3 region) and an epitope sequence, predict whether binding occurs between them. The epitope is FRDYVDRFYKTLRAEQASQE. The TCR CDR3 sequence is CASSLRTSGGADTQYF. Result: 1 (the TCR binds to the epitope).